Dataset: Catalyst prediction with 721,799 reactions and 888 catalyst types from USPTO. Task: Predict which catalyst facilitates the given reaction. (1) Reactant: [C:1]([NH:4][C:5]1[C:14]([F:15])=[C:13](F)[C:12]([CH3:17])=[C:11]2[C:6]=1[C:7](=[O:24])[C:8]([C:21]([OH:23])=[O:22])=[CH:9][N:10]2[CH:18]1[CH2:20][CH2:19]1)(=[O:3])[CH3:2].[C:25]([O:29][C:30]([NH:32][C@H:33]1[C:37]2([CH2:39][CH2:38]2)[CH2:36][NH:35][CH2:34]1)=[O:31])([CH3:28])([CH3:27])[CH3:26]. Product: [C:1]([NH:4][C:5]1[C:14]([F:15])=[C:13]([N:35]2[CH2:34][C@@H:33]([NH:32][C:30]([O:29][C:25]([CH3:28])([CH3:27])[CH3:26])=[O:31])[C:37]3([CH2:38][CH2:39]3)[CH2:36]2)[C:12]([CH3:17])=[C:11]2[C:6]=1[C:7](=[O:24])[C:8]([C:21]([OH:23])=[O:22])=[CH:9][N:10]2[CH:18]1[CH2:20][CH2:19]1)(=[O:3])[CH3:2]. The catalyst class is: 16. (2) Reactant: [CH3:1][C:2]([C:9]1[S:10][CH:11]=[CH:12][CH:13]=1)([CH3:8])[C:3]([O:5][CH2:6][CH3:7])=[O:4].[I:14]N1C(=O)CCC1=O. Product: [I:14][C:11]1[S:10][C:9]([C:2]([CH3:1])([CH3:8])[C:3]([O:5][CH2:6][CH3:7])=[O:4])=[CH:13][CH:12]=1. The catalyst class is: 671. (3) Reactant: [CH3:1][C:2]1[CH:20]=[CH:19][CH:18]=[CH:17][C:3]=1[C:4]([NH:6][C:7]1[C:16]2[CH2:15][CH2:14][CH2:13][CH2:12][C:11]=2[CH:10]=[CH:9][CH:8]=1)=[O:5].Cl[S:22]([OH:25])(=[O:24])=[O:23]. Product: [CH3:1][C:2]1[CH:20]=[CH:19][CH:18]=[CH:17][C:3]=1[C:4]([NH:6][C:7]1[C:16]2[CH2:15][CH2:14][CH2:13][CH2:12][C:11]=2[C:10]([S:22]([OH:25])(=[O:24])=[O:23])=[CH:9][CH:8]=1)=[O:5]. The catalyst class is: 67. (4) Reactant: C(=O)([O-])[O-].[Cs+].[Cs+].[C:7]1([OH:13])[CH:12]=[CH:11][CH:10]=[CH:9][CH:8]=1.Br[C:15]1[CH:20]=[C:19]([CH:21]([CH3:23])[CH3:22])[CH:18]=[CH:17][C:16]=1[O:24][CH3:25].[Cl-].CC(C)(C(=O)CC(=O)C(C)(C)C)C. Product: [CH:21]([C:19]1[CH:18]=[CH:17][C:16]([O:24][CH3:25])=[C:15]([O:13][C:7]2[CH:12]=[CH:11][CH:10]=[CH:9][CH:8]=2)[CH:20]=1)([CH3:23])[CH3:22]. The catalyst class is: 60.